This data is from Reaction yield outcomes from USPTO patents with 853,638 reactions. The task is: Predict the reaction yield, written as a fraction of the theoretical maximum amount of product (1.0 means a 100% yield; for example, 0.34 means a 34% yield). (1) The reactants are [CH3:1][S:2]([C:5]1[CH:31]=[CH:30][C:8]([O:9][C:10]2[CH:11]=[C:12]3[C:16](=[C:17]([O:19][CH2:20][CH:21]4[CH2:26][CH2:25][O:24][CH2:23][CH2:22]4)[CH:18]=2)[NH:15][C:14]([C:27]([OH:29])=O)=[CH:13]3)=[CH:7][CH:6]=1)(=[O:4])=[O:3].Cl.C[N:34](C)CCCN=C=NCC.ON1C2C=CC=CC=2N=N1.N. The catalyst is O.CN(C)C=O. The product is [CH3:1][S:2]([C:5]1[CH:31]=[CH:30][C:8]([O:9][C:10]2[CH:11]=[C:12]3[C:16](=[C:17]([O:19][CH2:20][CH:21]4[CH2:22][CH2:23][O:24][CH2:25][CH2:26]4)[CH:18]=2)[NH:15][C:14]([C:27]([NH2:34])=[O:29])=[CH:13]3)=[CH:7][CH:6]=1)(=[O:3])=[O:4]. The yield is 0.830. (2) The reactants are Cl[CH2:2][CH2:3][N:4]1[CH:8]=[C:7]([B:9]2[O:13][C:12]([CH3:15])([CH3:14])[C:11]([CH3:17])([CH3:16])[O:10]2)[CH:6]=[N:5]1.C1COCC1.[I-].[K+].[CH3:25][NH:26][CH3:27]. The catalyst is O. The product is [CH3:25][N:26]([CH3:27])[CH2:2][CH2:3][N:4]1[CH:8]=[C:7]([B:9]2[O:13][C:12]([CH3:15])([CH3:14])[C:11]([CH3:17])([CH3:16])[O:10]2)[CH:6]=[N:5]1. The yield is 0.760. (3) The reactants are [CH:1]([O:4][C:5]1[C:17]([O:18][CH3:19])=[CH:16][CH:15]=[C:14]([C:20]#[C:21][CH3:22])[C:6]=1[NH:7][C:8](=O)[C:9](F)(F)F)([CH3:3])[CH3:2].[CH3:23][O:24][C:25]1[CH:26]=C(I)[CH:28]=[C:29]([O:33][CH3:34])[C:30]=1[O:31][CH3:32].C([O-])([O-])=[O:37].[K+].[K+]. No catalyst specified. The product is [CH:1]([O:4][C:5]1[C:17]([O:18][CH3:19])=[CH:16][CH:15]=[C:14]2[C:6]=1[NH:7][C:8]([CH3:9])=[C:20]2[C:21](=[O:37])[C:22]1[CH:26]=[C:25]([O:24][CH3:23])[C:30]([O:31][CH3:32])=[C:29]([O:33][CH3:34])[CH:28]=1)([CH3:3])[CH3:2]. The yield is 0.640. (4) The reactants are [C:1]([C:3]1[CH:8]=[CH:7][CH:6]=[CH:5][C:4]=1[C:9]1[CH:14]=[CH:13][C:12]([CH2:15][C:16]2[C:17](=[O:39])[N:18]([C@H:28]3[CH2:33][CH2:32][C@H:31]([O:34][CH2:35][C:36](O)=[O:37])[CH2:30][CH2:29]3)[C:19]3[N:20]([N:25]=[CH:26][N:27]=3)[C:21]=2[CH2:22][CH2:23][CH3:24])=[CH:11][CH:10]=1)#[N:2].Cl.[CH3:41][O:42][NH:43][CH3:44].ON1C2C=CC=CC=2N=N1.Cl.C(N=C=NCCCN(C)C)C. The catalyst is C(OCC)(=O)C.CN(C)C=O.C(N(CC)CC)C. The product is [C:1]([C:3]1[CH:8]=[CH:7][CH:6]=[CH:5][C:4]=1[C:9]1[CH:14]=[CH:13][C:12]([CH2:15][C:16]2[C:17](=[O:39])[N:18]([C@H:28]3[CH2:29][CH2:30][C@H:31]([O:34][CH2:35][C:36]([N:43]([O:42][CH3:41])[CH3:44])=[O:37])[CH2:32][CH2:33]3)[C:19]3[N:20]([N:25]=[CH:26][N:27]=3)[C:21]=2[CH2:22][CH2:23][CH3:24])=[CH:11][CH:10]=1)#[N:2]. The yield is 0.770. (5) The reactants are [C:1]([O:5][C:6](=[O:19])[CH2:7][O:8][C:9]1[CH:14]=[CH:13][C:12]([C:15]#[N:16])=[CH:11][C:10]=1[C:17]#[CH:18])([CH3:4])([CH3:3])[CH3:2].[F:20][C:21]1[CH:26]=[CH:25][C:24]([S:27]([CH3:30])(=[O:29])=[O:28])=[CH:23][C:22]=1I. The catalyst is C1C=CC(P(C2C=CC=CC=2)[C-]2C=CC=C2)=CC=1.C1C=CC(P(C2C=CC=CC=2)[C-]2C=CC=C2)=CC=1.Cl[Pd]Cl.[Fe+2].C1COCC1. The product is [C:1]([O:5][C:6](=[O:19])[CH2:7][O:8][C:9]1[CH:14]=[CH:13][C:12]([C:15]#[N:16])=[CH:11][C:10]=1[C:17]#[C:18][C:22]1[CH:23]=[C:24]([S:27]([CH3:30])(=[O:28])=[O:29])[CH:25]=[CH:26][C:21]=1[F:20])([CH3:4])([CH3:3])[CH3:2]. The yield is 0.780. (6) The reactants are [CH3:1][O:2][C:3]1[CH:16]=[C:15]([O:17][CH3:18])[CH:14]=[CH:13][C:4]=1[CH2:5][NH:6][C:7]1[CH:12]=[CH:11][N:10]=[CH:9][N:8]=1.[F:19][C:20]1[CH:25]=[C:24]([F:26])[CH:23]=[CH:22][C:21]=1[S:27](Cl)(=[O:29])=[O:28].N12CCN(CC1)CC2. The catalyst is C(#N)C. The product is [CH3:1][O:2][C:3]1[CH:16]=[C:15]([O:17][CH3:18])[CH:14]=[CH:13][C:4]=1[CH2:5][N:6]([C:7]1[CH:12]=[CH:11][N:10]=[CH:9][N:8]=1)[S:27]([C:21]1[CH:22]=[CH:23][C:24]([F:26])=[CH:25][C:20]=1[F:19])(=[O:29])=[O:28]. The yield is 0.590.